Dataset: Forward reaction prediction with 1.9M reactions from USPTO patents (1976-2016). Task: Predict the product of the given reaction. (1) Given the reactants [I:1][C:2]1[C:10]([CH3:11])=[CH:9][CH:8]=[CH:7][C:3]=1[C:4](O)=[O:5].S(Cl)([Cl:14])=O, predict the reaction product. The product is: [I:1][C:2]1[C:10]([CH3:11])=[CH:9][CH:8]=[CH:7][C:3]=1[C:4]([Cl:14])=[O:5]. (2) Given the reactants C[O:2][C:3]1[CH:4]=[C:5]2[C:10](=[CH:11][CH:12]=1)[C:9]([C:13]([C:15]1[CH:20]=[CH:19][C:18]([O:21][CH2:22][CH2:23][N:24]3[CH2:29][CH2:28][CH2:27][CH2:26][CH2:25]3)=[CH:17][CH:16]=1)=[O:14])=[C:8]([C:30]1[C:35]([F:36])=[CH:34][CH:33]=[C:32]([F:37])[C:31]=1[F:38])[CH:7]=[CH:6]2.B(Br)(Br)Br.N1(CCOC2C=CC(C=O)=CC=2)CCCCC1, predict the reaction product. The product is: [OH:2][C:3]1[CH:4]=[C:5]2[C:10](=[CH:11][CH:12]=1)[C:9]([C:13]([C:15]1[CH:16]=[CH:17][C:18]([O:21][CH2:22][CH2:23][N:24]3[CH2:29][CH2:28][CH2:27][CH2:26][CH2:25]3)=[CH:19][CH:20]=1)=[O:14])=[C:8]([C:30]1[C:35]([F:36])=[CH:34][CH:33]=[C:32]([F:37])[C:31]=1[F:38])[CH:7]=[CH:6]2.